This data is from Full USPTO retrosynthesis dataset with 1.9M reactions from patents (1976-2016). The task is: Predict the reactants needed to synthesize the given product. (1) Given the product [CH2:1]([C:3]1[C:4]([O:31][CH3:32])=[C:5]([C:10]([NH:13][S:14]([C:17]2[CH:22]=[CH:21][CH:20]=[CH:19][C:18]=2[CH2:23][CH2:24][C:25]2[CH:30]=[CH:29][CH:28]=[CH:27][CH:26]=2)(=[O:16])=[O:15])=[CH:11][CH:12]=1)[C:6]([OH:8])=[O:7])[CH3:2], predict the reactants needed to synthesize it. The reactants are: [CH2:1]([C:3]1[C:4]([O:31][CH3:32])=[C:5]([C:10]([NH:13][S:14]([C:17]2[CH:22]=[CH:21][CH:20]=[CH:19][C:18]=2[CH2:23][CH2:24][C:25]2[CH:30]=[CH:29][CH:28]=[CH:27][CH:26]=2)(=[O:16])=[O:15])=[CH:11][CH:12]=1)[C:6]([O:8]C)=[O:7])[CH3:2].[Li+].[OH-]. (2) The reactants are: [F:1][C:2]([F:13])([F:12])[O:3][C:4]1[CH:5]=[C:6]([NH2:11])[C:7]([NH2:10])=[CH:8][CH:9]=1.[N+:14]([C:17]1[C:18]([C:22](O)=[O:23])=[N:19][NH:20][CH:21]=1)([O-:16])=[O:15].NC1C=C(OC(F)(F)F)C=CC=1[NH-]. Given the product [NH2:11][C:6]1[CH:5]=[C:4]([O:3][C:2]([F:12])([F:13])[F:1])[CH:9]=[CH:8][C:7]=1[NH:10][C:22]([C:18]1[C:17]([N+:14]([O-:16])=[O:15])=[CH:21][NH:20][N:19]=1)=[O:23], predict the reactants needed to synthesize it.